This data is from Catalyst prediction with 721,799 reactions and 888 catalyst types from USPTO. The task is: Predict which catalyst facilitates the given reaction. Product: [CH2:35]1[C:36]2[C:41](=[CH:40][CH:39]=[CH:38][CH:37]=2)[CH2:42][CH2:43][N:34]1[CH2:33][CH:32]([OH:44])[CH2:31][NH:30][C:4](=[O:29])[CH2:5][O:6][C:7]1[CH:8]=[C:9]2[C:13](=[CH:14][CH:15]=1)[N:12]([CH:16]1[CH2:17][CH2:18][N:19]([C:22]([O:24][C:25]([CH3:28])([CH3:27])[CH3:26])=[O:23])[CH2:20][CH2:21]1)[N:11]=[CH:10]2. The catalyst class is: 14. Reactant: C(O[C:4](=[O:29])[CH2:5][O:6][C:7]1[CH:8]=[C:9]2[C:13](=[CH:14][CH:15]=1)[N:12]([CH:16]1[CH2:21][CH2:20][N:19]([C:22]([O:24][C:25]([CH3:28])([CH3:27])[CH3:26])=[O:23])[CH2:18][CH2:17]1)[N:11]=[CH:10]2)C.[NH2:30][CH2:31][CH:32]([OH:44])[CH2:33][N:34]1[CH2:43][CH2:42][C:41]2[C:36](=[CH:37][CH:38]=[CH:39][CH:40]=2)[CH2:35]1.